This data is from Forward reaction prediction with 1.9M reactions from USPTO patents (1976-2016). The task is: Predict the product of the given reaction. Given the reactants [C:1]([C:3]1[CH:4]=[C:5]([C:16]2[CH:21]=[CH:20][N:19]=[C:18]3[N:22](S(C4C=CC=CC=4)(=O)=O)[C:23]([C:25]4[CH:26]=[C:27]5[C:31](=[CH:32][CH:33]=4)[N:30]([C:34]([O:36][C:37]([CH3:40])([CH3:39])[CH3:38])=[O:35])[CH:29]=[CH:28]5)=[CH:24][C:17]=23)[CH:6]=[CH:7][C:8]=1[O:9][CH:10]1[CH2:15][CH2:14][O:13][CH2:12][CH2:11]1)#[N:2].C(=O)([O-])[O-].[Cs+].[Cs+].O, predict the reaction product. The product is: [C:1]([C:3]1[CH:4]=[C:5]([C:16]2[CH:21]=[CH:20][N:19]=[C:18]3[NH:22][C:23]([C:25]4[CH:26]=[C:27]5[C:31](=[CH:32][CH:33]=4)[N:30]([C:34]([O:36][C:37]([CH3:40])([CH3:39])[CH3:38])=[O:35])[CH:29]=[CH:28]5)=[CH:24][C:17]=23)[CH:6]=[CH:7][C:8]=1[O:9][CH:10]1[CH2:15][CH2:14][O:13][CH2:12][CH2:11]1)#[N:2].[NH:30]1[C:31]2[C:27](=[CH:26][C:25]([C:23]3[NH:22][C:18]4=[N:19][CH:20]=[CH:21][C:16]([C:5]5[CH:6]=[CH:7][C:8]([O:9][CH:10]6[CH2:15][CH2:14][O:13][CH2:12][CH2:11]6)=[C:3]([CH:4]=5)[C:1]#[N:2])=[C:17]4[CH:24]=3)=[CH:33][CH:32]=2)[CH:28]=[CH:29]1.